This data is from Full USPTO retrosynthesis dataset with 1.9M reactions from patents (1976-2016). The task is: Predict the reactants needed to synthesize the given product. Given the product [F:26][C:20]1[CH:21]=[C:22]([F:25])[CH:23]=[CH:24][C:19]=1[C:16]1[CH:15]=[CH:14][C:13]([C@@H:11]([N:7]2[CH2:6][CH2:5][C@:4]([CH2:3][CH2:2][NH:1][C:41](=[O:42])[O:43][C:44]([CH3:47])([CH3:46])[CH3:45])([C:27]3[CH:28]=[CH:29][C:30]([F:33])=[CH:31][CH:32]=3)[O:9][C:8]2=[O:10])[CH3:12])=[CH:18][CH:17]=1, predict the reactants needed to synthesize it. The reactants are: [NH2:1][CH2:2][CH2:3][C@@:4]1([C:27]2[CH:32]=[CH:31][C:30]([F:33])=[CH:29][CH:28]=2)[O:9][C:8](=[O:10])[N:7]([C@H:11]([C:13]2[CH:18]=[CH:17][C:16]([C:19]3[CH:24]=[CH:23][C:22]([F:25])=[CH:21][C:20]=3[F:26])=[CH:15][CH:14]=2)[CH3:12])[CH2:6][CH2:5]1.CCN(CC)CC.[C:41](O[C:41]([O:43][C:44]([CH3:47])([CH3:46])[CH3:45])=[O:42])([O:43][C:44]([CH3:47])([CH3:46])[CH3:45])=[O:42].